This data is from Catalyst prediction with 721,799 reactions and 888 catalyst types from USPTO. The task is: Predict which catalyst facilitates the given reaction. (1) Reactant: Br[C:2]1[CH:7]=[CH:6][C:5]([C:8]([F:11])([F:10])[F:9])=[CH:4][CH:3]=1.C([Li])CCC.[CH2:17]([N:24]1[CH2:29][CH2:28][C:27](=[O:30])[CH2:26][CH2:25]1)[C:18]1[CH:23]=[CH:22][CH:21]=[CH:20][CH:19]=1. Product: [CH2:17]([N:24]1[CH2:29][CH2:28][C:27]([C:2]2[CH:7]=[CH:6][C:5]([C:8]([F:11])([F:10])[F:9])=[CH:4][CH:3]=2)([OH:30])[CH2:26][CH2:25]1)[C:18]1[CH:19]=[CH:20][CH:21]=[CH:22][CH:23]=1. The catalyst class is: 56. (2) Reactant: [CH2:1]([S:4]([CH:7]1[CH2:12][CH2:11][N:10](C(OC(C)(C)C)=O)[CH2:9][CH2:8]1)(=[O:6])=[O:5])[CH2:2][CH3:3].[ClH:20]. Product: [ClH:20].[CH2:1]([S:4]([CH:7]1[CH2:8][CH2:9][NH:10][CH2:11][CH2:12]1)(=[O:5])=[O:6])[CH2:2][CH3:3]. The catalyst class is: 12.